The task is: Predict which catalyst facilitates the given reaction.. This data is from Catalyst prediction with 721,799 reactions and 888 catalyst types from USPTO. (1) Reactant: FC(F)(F)S(O[CH2:7][C:8]([F:11])([F:10])[F:9])(=O)=O.C(N(CC)C(C)C)(C)C.[O:23]1[CH2:28][CH2:27][N:26]([C:29]2[CH:34]=[C:33]([C:35]3[C:48]4[S:47][C:46]5[C:41](=[CH:42][C:43]([NH:49][CH:50]6[CH2:55][CH2:54][NH:53][CH2:52][CH2:51]6)=[CH:44][CH:45]=5)[S:40][C:39]=4[CH:38]=[CH:37][CH:36]=3)[NH:32][C:31](=[O:56])[CH:30]=2)[CH2:25][CH2:24]1.C(OCC)(=O)C. Product: [O:23]1[CH2:24][CH2:25][N:26]([C:29]2[CH:34]=[C:33]([C:35]3[C:48]4[S:47][C:46]5[C:41](=[CH:42][C:43]([NH:49][CH:50]6[CH2:51][CH2:52][N:53]([CH2:7][C:8]([F:9])([F:10])[F:11])[CH2:54][CH2:55]6)=[CH:44][CH:45]=5)[S:40][C:39]=4[CH:38]=[CH:37][CH:36]=3)[NH:32][C:31](=[O:56])[CH:30]=2)[CH2:27][CH2:28]1. The catalyst class is: 9. (2) Reactant: [C:1]([O:4][C:5](=[O:7])[CH3:6])(=[O:3])C.[CH2:8](C(O)=O)[C:9](CC(O)=O)=[O:10]. Product: [CH3:8][C:9]([CH:6]1[C:1](=[O:3])[O:4][C:5]1=[O:7])=[O:10]. The catalyst class is: 15. (3) Reactant: [H-].[Na+].[Br:3][C:4]1[CH:9]=[CH:8][C:7]([CH2:10][CH2:11][OH:12])=[CH:6][CH:5]=1.[C:13]([C:15]1[CH:16]=[C:17]([NH:26][C:27](=O)[O:28]C2C=CC=CC=2)[CH:18]=[CH:19][C:20]=1[S:21]([CH2:24][CH3:25])(=[O:23])=[O:22])#[N:14]. Product: [C:13]([C:15]1[CH:16]=[C:17]([NH:26][C:27](=[O:28])[O:12][CH2:11][CH2:10][C:7]2[CH:8]=[CH:9][C:4]([Br:3])=[CH:5][CH:6]=2)[CH:18]=[CH:19][C:20]=1[S:21]([CH2:24][CH3:25])(=[O:23])=[O:22])#[N:14]. The catalyst class is: 1. (4) Reactant: [CH3:1][C:2]1[NH:7][C:6](=[O:8])[C:5]([C:9]#[N:10])=[C:4]([CH2:11][CH2:12][CH3:13])[CH:3]=1.[ClH:14]. Product: [ClH:14].[NH2:10][CH2:9][C:5]1[C:6](=[O:8])[NH:7][C:2]([CH3:1])=[CH:3][C:4]=1[CH2:11][CH2:12][CH3:13]. The catalyst class is: 105.